From a dataset of CYP2C19 inhibition data for predicting drug metabolism from PubChem BioAssay. Regression/Classification. Given a drug SMILES string, predict its absorption, distribution, metabolism, or excretion properties. Task type varies by dataset: regression for continuous measurements (e.g., permeability, clearance, half-life) or binary classification for categorical outcomes (e.g., BBB penetration, CYP inhibition). Dataset: cyp2c19_veith. (1) The molecule is CC(C)NC1(C(N)=O)CCN(Cc2ccccc2)CC1. The result is 0 (non-inhibitor). (2) The molecule is CCOC(=O)C1CCCN(C(=O)C2CCN(S(=O)(=O)CC)CC2)C1. The result is 0 (non-inhibitor). (3) The result is 0 (non-inhibitor). The molecule is COc1cccc(Nc2ncc3nc(C)c(=O)n(CCc4ccccc4)c3n2)c1. (4) The molecule is CCOC(=O)C1=C(C)NC(C)=C(C(=O)OC)[C@@H]1c1cccc(Cl)c1Cl. The result is 1 (inhibitor). (5) The molecule is Cc1ccc(NS(=O)(=O)c2ccc(OCC(=O)Nc3cccc([N+](=O)[O-])c3)c(C)c2)cc1. The result is 1 (inhibitor). (6) The drug is Oc1ccc(CNCc2ccccc2)c2cccnc12. The result is 0 (non-inhibitor). (7) The drug is CN(C)c1ncnc2ccc(-c3cccc(C#N)c3)cc12. The result is 0 (non-inhibitor). (8) The molecule is Nc1nc(NCCc2ccc(O)cc2)nc2nc(-c3ccco3)nn12. The result is 0 (non-inhibitor). (9) The molecule is COCC(=O)N1CCC2(CCCN(Cc3ccccc3)C2)CC1. The result is 0 (non-inhibitor). (10) The molecule is FC(F)(F)c1ccccc1-c1cc(NCCN2CCOCC2)ncn1. The result is 0 (non-inhibitor).